Dataset: Full USPTO retrosynthesis dataset with 1.9M reactions from patents (1976-2016). Task: Predict the reactants needed to synthesize the given product. (1) Given the product [CH3:34][O:33][C:31](=[O:32])[C@@H:14]([N:10]1[CH:11]=[CH:12][CH:13]=[C:9]1[C:1](=[O:8])[C:2]1[CH:7]=[CH:6][CH:5]=[CH:4][CH:3]=1)[CH2:15][C:16]1[CH:17]=[CH:18][C:19]([OH:22])=[CH:20][CH:21]=1, predict the reactants needed to synthesize it. The reactants are: [C:1]([C:9]1[N:10]([C@H:14]([C:31]([O:33][CH3:34])=[O:32])[CH2:15][C:16]2[CH:21]=[CH:20][C:19]([O:22]C(=O)C3C=CC=CC=3)=[CH:18][CH:17]=2)[CH:11]=[CH:12][CH:13]=1)(=[O:8])[C:2]1[CH:7]=[CH:6][CH:5]=[CH:4][CH:3]=1.C([O-])([O-])=O.[K+].[K+]. (2) Given the product [Si:1]([O:8][CH2:9][C@H:10]1[N:14]([CH3:18])[C:13](=[O:15])[CH2:12][CH2:11]1)([C:4]([CH3:7])([CH3:6])[CH3:5])([CH3:3])[CH3:2], predict the reactants needed to synthesize it. The reactants are: [Si:1]([O:8][CH2:9][C@H:10]1[NH:14][C:13](=[O:15])[CH2:12][CH2:11]1)([C:4]([CH3:7])([CH3:6])[CH3:5])([CH3:3])[CH3:2].[H-].[Na+].[CH3:18]I.[NH4+].[Cl-]. (3) Given the product [CH3:1][C:2]1[CH:28]=[C:27]([CH3:29])[CH:26]=[CH:25][C:3]=1[C@@H:4]1[NH:14][CH2:13][CH2:12][N:7]2[C:8](=[O:11])[CH2:9][CH2:10][C@@H:6]12, predict the reactants needed to synthesize it. The reactants are: [CH3:1][C:2]1[CH:28]=[C:27]([CH3:29])[CH:26]=[CH:25][C:3]=1[C:4]([C@@H:6]1[CH2:10][CH2:9][C:8](=[O:11])[N:7]1[CH2:12][CH2:13][NH:14]C(=O)OCC1C=CC=CC=1)=O.Cl.